This data is from NCI-60 drug combinations with 297,098 pairs across 59 cell lines. The task is: Regression. Given two drug SMILES strings and cell line genomic features, predict the synergy score measuring deviation from expected non-interaction effect. Drug 1: CC1=CC=C(C=C1)C2=CC(=NN2C3=CC=C(C=C3)S(=O)(=O)N)C(F)(F)F. Drug 2: CC1=C(C=C(C=C1)C(=O)NC2=CC(=CC(=C2)C(F)(F)F)N3C=C(N=C3)C)NC4=NC=CC(=N4)C5=CN=CC=C5. Cell line: RXF 393. Synergy scores: CSS=5.50, Synergy_ZIP=2.09, Synergy_Bliss=3.59, Synergy_Loewe=3.56, Synergy_HSA=2.68.